Dataset: Forward reaction prediction with 1.9M reactions from USPTO patents (1976-2016). Task: Predict the product of the given reaction. (1) Given the reactants C1C=CC(P(C2C=CC=CC=2)C2C=CC=CC=2)=CC=1.[CH2:20]([C:24]1[N:25]([CH2:32][C:33]([OH:36])([CH3:35])[CH3:34])[C:26](I)=[C:27]([C:29]#[N:30])[N:28]=1)[CH2:21][CH2:22][CH3:23].Cl.[NH2:38][C:39]1[CH:44]=[C:43]([C:45]([O:47][CH3:48])=[O:46])[CH:42]=[CH:41][C:40]=1B(O)O.C([O-])([O-])=O.[Na+].[Na+], predict the reaction product. The product is: [NH2:38][C:39]1[CH:44]=[C:43]([C:45]([O:47][CH3:48])=[O:46])[CH:42]=[CH:41][C:40]=1[C:26]1[N:25]([CH2:32][C:33]([OH:36])([CH3:35])[CH3:34])[C:24]([CH2:20][CH2:21][CH2:22][CH3:23])=[N:28][C:27]=1[C:29]#[N:30]. (2) Given the reactants [Br:1][C:2]1[C:3]([CH3:11])=[C:4](B(O)O)[CH:5]=[CH:6][CH:7]=1.Br[C:13]1[CH:14]=[N:15][CH:16]=[CH:17][CH:18]=1.C([O-])([O-])=O.[Na+].[Na+], predict the reaction product. The product is: [Br:1][C:2]1[C:3]([CH3:11])=[C:4]([C:13]2[CH:14]=[N:15][CH:16]=[CH:17][CH:18]=2)[CH:5]=[CH:6][CH:7]=1. (3) Given the reactants [O:1]1[C:5]2([C@@H:9]([NH:10][C:11](=[O:26])[CH2:12][NH:13][C:14](=[O:25])[C:15]3[CH:20]=[CH:19][CH:18]=[C:17]([C:21]([F:24])([F:23])[F:22])[CH:16]=3)[CH2:8][NH:7][CH2:6]2)[CH2:4][CH2:3][CH2:2]1.[OH:27][C:28]1([C:35]2[CH:40]=[CH:39][CH:38]=[CH:37][CH:36]=2)[CH2:33][CH2:32][C:31](=O)[CH2:30][CH2:29]1.C(O[BH-](OC(=O)C)OC(=O)C)(=O)C.[Na+].CCN(CC)CC, predict the reaction product. The product is: [OH:27][C:28]1([C:35]2[CH:36]=[CH:37][CH:38]=[CH:39][CH:40]=2)[CH2:29][CH2:30][CH:31]([N:7]2[CH2:8][C@H:9]([NH:10][C:11](=[O:26])[CH2:12][NH:13][C:14](=[O:25])[C:15]3[CH:20]=[CH:19][CH:18]=[C:17]([C:21]([F:23])([F:24])[F:22])[CH:16]=3)[C:5]3([O:1][CH2:2][CH2:3][CH2:4]3)[CH2:6]2)[CH2:32][CH2:33]1. (4) Given the reactants [Cl:1][C:2]1[N:3]=[C:4]([N:14]2[CH2:19][CH2:18][O:17][CH2:16][CH2:15]2)[C:5]2[S:10][C:9]([CH2:11][NH:12][CH3:13])=[CH:8][C:6]=2[N:7]=1.[N:20]1[CH:25]=[CH:24][CH:23]=[CH:22][C:21]=1[CH:26]=O, predict the reaction product. The product is: [Cl:1][C:2]1[N:3]=[C:4]([N:14]2[CH2:19][CH2:18][O:17][CH2:16][CH2:15]2)[C:5]2[S:10][C:9]([CH2:11][N:12]([CH3:13])[CH2:26][C:21]3[CH:22]=[CH:23][CH:24]=[CH:25][N:20]=3)=[CH:8][C:6]=2[N:7]=1. (5) Given the reactants Cl[C:2]1[N:3]=[C:4]([NH:22][C:23]2[CH:31]=[C:30]3[C:26]([CH:27]=[N:28][NH:29]3)=[CH:25][CH:24]=2)[C:5]2[C:10]([CH3:11])=[CH:9][N:8]([S:12]([C:15]3[CH:21]=[CH:20][C:18]([CH3:19])=[CH:17][CH:16]=3)(=[O:14])=[O:13])[C:6]=2[N:7]=1.[NH2:32][C:33]1[CH:38]=[CH:37][C:36]([N:39]2[CH2:44][CH2:43][N:42]([C:45](=[O:47])[CH3:46])[CH2:41][CH2:40]2)=[CH:35][CH:34]=1.C[Si](Cl)(C)C, predict the reaction product. The product is: [NH:29]1[C:30]2[C:26](=[CH:25][CH:24]=[C:23]([NH:22][C:4]3[C:5]4[C:10]([CH3:11])=[CH:9][N:8]([S:12]([C:15]5[CH:21]=[CH:20][C:18]([CH3:19])=[CH:17][CH:16]=5)(=[O:14])=[O:13])[C:6]=4[N:7]=[C:2]([NH:32][C:33]4[CH:34]=[CH:35][C:36]([N:39]5[CH2:40][CH2:41][N:42]([C:45](=[O:47])[CH3:46])[CH2:43][CH2:44]5)=[CH:37][CH:38]=4)[N:3]=3)[CH:31]=2)[CH:27]=[N:28]1.